This data is from Forward reaction prediction with 1.9M reactions from USPTO patents (1976-2016). The task is: Predict the product of the given reaction. Given the reactants [Cl:1][C:2]1[CH:7]=[CH:6][C:5]([C:8]2[CH:13]=[CH:12][CH:11]=[CH:10][C:9]=2[CH2:14][N:15]2[CH2:20][CH2:19][N:18](C(OC(C)(C)C)=O)[CH2:17][CH2:16]2)=[CH:4][CH:3]=1.Cl, predict the reaction product. The product is: [Cl:1][C:2]1[CH:7]=[CH:6][C:5]([C:8]2[CH:13]=[CH:12][CH:11]=[CH:10][C:9]=2[CH2:14][N:15]2[CH2:16][CH2:17][NH:18][CH2:19][CH2:20]2)=[CH:4][CH:3]=1.